This data is from Catalyst prediction with 721,799 reactions and 888 catalyst types from USPTO. The task is: Predict which catalyst facilitates the given reaction. (1) Reactant: [CH3:1][O:2][C:3]1[CH:4]=[C:5]2[C:10](=[CH:11][C:12]=1[O:13][CH3:14])[N:9]=[C:8]([S:15][CH3:16])[CH:7]=[C:6]2[O:17][C:18]1[CH:23]=[CH:22][C:21](N)=[CH:20][C:19]=1[F:25].[F:26][C:27]1[CH:32]=[CH:31][C:30]([NH:33][C:34]([C:36]2([C:39]([OH:41])=O)[CH2:38][CH2:37]2)=[O:35])=[CH:29][CH:28]=1.C[N:43](C(ON1N=NC2C=CC=NC1=2)=[N+](C)C)C.F[P-](F)(F)(F)(F)F.O. Product: [CH3:1][O:2][C:3]1[CH:4]=[C:5]2[C:10](=[CH:11][C:12]=1[O:13][CH3:14])[N:9]=[C:8]([S:15][CH3:16])[CH:7]=[C:6]2[O:17][C:18]1[C:19]([F:25])=[CH:20][CH:21]=[CH:22][C:23]=1[C:27]1([F:26])[CH:28]=[CH:29][C:30]([NH:33][C:34]([C:36]2([C:39]([NH2:43])=[O:41])[CH2:37][CH2:38]2)=[O:35])=[CH:31][CH2:32]1. The catalyst class is: 3. (2) Reactant: [C:1]([O:5][C:6]([N:8]1[CH2:13][CH2:12][C:11](O)([C:14]2[N:19]=[CH:18][CH:17]=[CH:16][N:15]=2)[CH2:10][CH2:9]1)=[O:7])([CH3:4])([CH3:3])[CH3:2].O=P(Cl)(Cl)Cl.O. Product: [C:1]([O:5][C:6]([N:8]1[CH2:9][CH:10]=[C:11]([C:14]2[N:15]=[CH:16][CH:17]=[CH:18][N:19]=2)[CH2:12][CH2:13]1)=[O:7])([CH3:4])([CH3:2])[CH3:3]. The catalyst class is: 17. (3) Reactant: [OH:1][C:2]1[C:3]2[C:4]3[N:15]=[CH:14][S:13][C:5]=3[NH:6][C:7](=[O:12])[C:8]=2[CH:9]=[CH:10][CH:11]=1.[Cl-:16].[CH3:17][N+:18]([CH3:20])=[CH2:19]. Product: [ClH:16].[CH3:17][N:18]([CH2:20][C:14]1[S:13][C:5]2[NH:6][C:7](=[O:12])[C:8]3[CH:9]=[CH:10][CH:11]=[C:2]([OH:1])[C:3]=3[C:4]=2[N:15]=1)[CH3:19]. The catalyst class is: 618. (4) Reactant: [CH3:1][C:2]1[C:6]([CH3:7])=[C:5]([NH:8][C:9](=[O:16])OCC(Cl)(Cl)Cl)[O:4][N:3]=1.[F:17][C:18]1[CH:23]=[C:22]([F:24])[CH:21]=[CH:20][C:19]=1[C:25]1[CH:30]=[C:29]([N:31]2[CH2:36][CH2:35][NH:34][CH2:33][CH2:32]2)[CH:28]=[CH:27][N:26]=1. Product: [F:17][C:18]1[CH:23]=[C:22]([F:24])[CH:21]=[CH:20][C:19]=1[C:25]1[CH:30]=[C:29]([N:31]2[CH2:32][CH2:33][N:34]([C:9]([NH:8][C:5]3[O:4][N:3]=[C:2]([CH3:1])[C:6]=3[CH3:7])=[O:16])[CH2:35][CH2:36]2)[CH:28]=[CH:27][N:26]=1. The catalyst class is: 175. (5) Reactant: [C:1]1([O:11][CH2:12][C:13]([OH:15])=O)[C:10]2[C:5](=[CH:6][CH:7]=[CH:8][CH:9]=2)[CH:4]=[CH:3][CH:2]=1.O.OC1C2N=NNC=2C=CC=1.Cl.C(N=C=NC(N)CC(C)C)C.[NH2:39][C@H:40]([C:44]([NH:46][CH:47]([CH:56]([OH:59])[CH2:57][F:58])[CH2:48][C:49]([O:51][C:52]([CH3:55])([CH3:54])[CH3:53])=[O:50])=[O:45])[CH:41]([CH3:43])[CH3:42]. Product: [C:1]1([O:11][CH2:12][C:13]([NH:39][C@H:40]([C:44]([NH:46][CH:47]([CH:56]([OH:59])[CH2:57][F:58])[CH2:48][C:49]([O:51][C:52]([CH3:53])([CH3:54])[CH3:55])=[O:50])=[O:45])[CH:41]([CH3:42])[CH3:43])=[O:15])[C:10]2[C:5](=[CH:6][CH:7]=[CH:8][CH:9]=2)[CH:4]=[CH:3][CH:2]=1. The catalyst class is: 454. (6) Reactant: [F:1][C:2]1[CH:7]=[C:6]([CH3:8])[C:5]([S:9][CH2:10][C:11]([F:14])([F:13])[F:12])=[CH:4][C:3]=1[N:15]1[C:20](=[O:21])[NH:19][C:18](=[O:22])[C:17](C(O)=O)=[N:16]1. Product: [F:1][C:2]1[CH:7]=[C:6]([CH3:8])[C:5]([S:9][CH2:10][C:11]([F:13])([F:14])[F:12])=[CH:4][C:3]=1[N:15]1[C:20](=[O:21])[NH:19][C:18](=[O:22])[CH:17]=[N:16]1. The catalyst class is: 400. (7) Reactant: [Cl:1][C:2]1[CH:7]=[CH:6][C:5]([S:8]([CH2:11][C:12]2[CH:17]=[C:16]([F:18])[CH:15]=[CH:14][C:13]=2[F:19])(=[O:10])=[O:9])=[CH:4][CH:3]=1.[Si:20]([O:37][CH2:38][CH2:39][CH2:40][CH2:41][CH2:42][CH2:43]O)([C:33]([CH3:36])([CH3:35])[CH3:34])([C:27]1[CH:32]=[CH:31][CH:30]=[CH:29][CH:28]=1)[C:21]1[CH:26]=[CH:25][CH:24]=[CH:23][CH:22]=1.C(C=P(CCCC)(CCCC)CCCC)#N.C(OCC)(=O)C. Product: [Si:20]([O:37][CH2:38][CH2:39][CH2:40][CH2:41][CH2:42][CH2:43][CH:11]([C:12]1[CH:17]=[C:16]([F:18])[CH:15]=[CH:14][C:13]=1[F:19])[S:8]([C:5]1[CH:6]=[CH:7][C:2]([Cl:1])=[CH:3][CH:4]=1)(=[O:10])=[O:9])([C:33]([CH3:34])([CH3:35])[CH3:36])([C:27]1[CH:28]=[CH:29][CH:30]=[CH:31][CH:32]=1)[C:21]1[CH:26]=[CH:25][CH:24]=[CH:23][CH:22]=1. The catalyst class is: 11.